This data is from CYP2C9 inhibition data for predicting drug metabolism from PubChem BioAssay. The task is: Regression/Classification. Given a drug SMILES string, predict its absorption, distribution, metabolism, or excretion properties. Task type varies by dataset: regression for continuous measurements (e.g., permeability, clearance, half-life) or binary classification for categorical outcomes (e.g., BBB penetration, CYP inhibition). Dataset: cyp2c9_veith. (1) The compound is CSc1nc(N)nc(SCC(=O)Nc2ccc(Cl)cc2)c1C#N. The result is 1 (inhibitor). (2) The molecule is C=CCSc1ccsc1C(=O)O. The result is 0 (non-inhibitor).